Dataset: Forward reaction prediction with 1.9M reactions from USPTO patents (1976-2016). Task: Predict the product of the given reaction. (1) Given the reactants [CH3:1][O:2][C:3]([C:5]1([S:11]([C:14]2[CH:19]=[CH:18][C:17]([O:20][CH2:21][C:22]#[C:23][CH3:24])=[CH:16][CH:15]=2)(=[O:13])=[O:12])[CH2:10][CH2:9][NH:8][CH2:7][CH2:6]1)=[O:4].C(N(CC)CC)C.[S:32]1[CH:36]=[CH:35][CH:34]=[C:33]1[C:37](Cl)=[O:38].CN(C1C=CC=CN=1)C, predict the reaction product. The product is: [CH2:21]([O:20][C:17]1[CH:16]=[CH:15][C:14]([S:11]([C:5]2([C:3]([O:2][CH3:1])=[O:4])[CH2:10][CH2:9][N:8]([C:37]([C:33]3[S:32][CH:36]=[CH:35][CH:34]=3)=[O:38])[CH2:7][CH2:6]2)(=[O:13])=[O:12])=[CH:19][CH:18]=1)[C:22]#[C:23][CH3:24]. (2) Given the reactants [OH:1][C@H:2]1[CH2:7][N:6]([C:8]([O:10][C:11]([CH3:14])([CH3:13])[CH3:12])=[O:9])[C@H:5]([CH3:15])[CH2:4][CH2:3]1.[H-].[Na+].F[C:19]1[CH:24]=[C:23]([O:25][CH3:26])[CH:22]=[CH:21][N:20]=1, predict the reaction product. The product is: [CH3:26][O:25][C:23]1[CH:22]=[CH:21][N:20]=[C:19]([O:1][C@H:2]2[CH2:7][N:6]([C:8]([O:10][C:11]([CH3:14])([CH3:13])[CH3:12])=[O:9])[C@H:5]([CH3:15])[CH2:4][CH2:3]2)[CH:24]=1.